Dataset: Forward reaction prediction with 1.9M reactions from USPTO patents (1976-2016). Task: Predict the product of the given reaction. (1) The product is: [Br:26][CH2:14][C:10]1[CH:9]=[C:8]([C:7]2[C:2]([CH3:1])=[N:3][C:4]([O:17][CH2:18][CH2:19][CH2:20][S:21]([CH3:24])(=[O:23])=[O:22])=[CH:5][C:6]=2[CH3:16])[CH:13]=[CH:12][CH:11]=1. Given the reactants [CH3:1][C:2]1[C:7]([C:8]2[CH:9]=[C:10]([CH2:14]O)[CH:11]=[CH:12][CH:13]=2)=[C:6]([CH3:16])[CH:5]=[C:4]([O:17][CH2:18][CH2:19][CH2:20][S:21]([CH3:24])(=[O:23])=[O:22])[N:3]=1.C(Br)(Br)(Br)[Br:26].C1(P(C2C=CC=CC=2)C2C=CC=CC=2)C=CC=CC=1, predict the reaction product. (2) Given the reactants [C:1]([OH:6])(=[O:5])[CH:2]([CH3:4])[OH:3].C[C@H:8]([OH:12])[C:9]([OH:11])=[O:10].C(O)(=O)CO.[OH:18][CH2:19][C:20]([CH2:25][OH:26])([CH2:23][OH:24])[CH2:21][OH:22].[Sn+2], predict the reaction product. The product is: [C:1]([OH:6])(=[O:5])[CH:2]([CH3:4])[OH:3].[C:9]([OH:11])(=[O:10])[CH2:8][OH:12].[OH:18][CH2:19][C:20]([CH2:25][OH:26])([CH2:23][OH:24])[CH2:21][OH:22]. (3) Given the reactants [O:1]1[C:5]2[CH:6]=[CH:7][CH:8]=[CH:9][C:4]=2[CH:3]=[C:2]1[CH:10]([OH:45])[CH2:11][N:12]([CH2:14][C:15]1[S:23][C:22]2[C:21](=[O:24])[C:20]([C:25]([NH:27][CH2:28][C:29]3[CH:34]=[CH:33][C:32]([Cl:35])=[CH:31][CH:30]=3)=[O:26])=[CH:19][N:18]([CH3:36])[C:17]=2[C:16]=1[CH2:37][O:38]CC[Si](C)(C)C)[CH3:13].C([O-])(O)=O.[Na+], predict the reaction product. The product is: [O:1]1[C:5]2[CH:6]=[CH:7][CH:8]=[CH:9][C:4]=2[CH:3]=[C:2]1[CH:10]([OH:45])[CH2:11][N:12]([CH2:14][C:15]1[S:23][C:22]2[C:21](=[O:24])[C:20]([C:25]([NH:27][CH2:28][C:29]3[CH:34]=[CH:33][C:32]([Cl:35])=[CH:31][CH:30]=3)=[O:26])=[CH:19][N:18]([CH3:36])[C:17]=2[C:16]=1[CH2:37][OH:38])[CH3:13]. (4) Given the reactants P(OC1C=CC=CC=1)(OC1C=CC=CC=1)(O[C:4]1[N:5]([CH2:11][C:12]2[CH:17]=[CH:16][C:15]([O:18][C:19]([F:22])([F:21])[F:20])=[CH:14][CH:13]=2)[C:6](=[O:10])[CH2:7][CH2:8][CH:9]=1)=O.[CH2:37]([O:39][C:40]1[CH:45]=[CH:44][CH:43]=[CH:42][C:41]=1B(O)O)[CH3:38].C([O-])([O-])=O.[Na+].[Na+], predict the reaction product. The product is: [CH2:37]([O:39][C:40]1[CH:45]=[CH:44][CH:43]=[CH:42][C:41]=1[C:4]1[N:5]([CH2:11][C:12]2[CH:13]=[CH:14][C:15]([O:18][C:19]([F:22])([F:21])[F:20])=[CH:16][CH:17]=2)[C:6](=[O:10])[CH2:7][CH2:8][CH:9]=1)[CH3:38]. (5) Given the reactants [F:1][C:2]1[CH:7]=[CH:6][C:5]([C:8]2[C:13]([C:14]3[CH:19]=[CH:18][N:17]=[CH:16][CH:15]=3)=[C:12]([C:20]3[CH:25]=[CH:24][C:23]([F:26])=[CH:22][CH:21]=3)[N:11]=[C:10]3[NH:27][N:28]=[CH:29][C:9]=23)=[CH:4][CH:3]=1.Br[CH2:31][CH2:32][OH:33], predict the reaction product. The product is: [F:1][C:2]1[CH:7]=[CH:6][C:5]([C:8]2[C:13]([C:14]3[CH:15]=[CH:16][N:17]=[CH:18][CH:19]=3)=[C:12]([C:20]3[CH:25]=[CH:24][C:23]([F:26])=[CH:22][CH:21]=3)[N:11]=[C:10]3[N:27]([CH2:31][CH2:32][OH:33])[N:28]=[CH:29][C:9]=23)=[CH:4][CH:3]=1.